Task: Predict the reactants needed to synthesize the given product.. Dataset: Full USPTO retrosynthesis dataset with 1.9M reactions from patents (1976-2016) (1) The reactants are: N1(O[C:11]2[N:16]=[C:15]([NH:17][CH2:18][CH:19]3[CH2:24][CH2:23][CH2:22][N:21]([C:25]([O:27][CH2:28][C:29]4[CH:34]=[CH:33][CH:32]=[CH:31][CH:30]=4)=[O:26])[CH2:20]3)[C:14]([C:35](=[O:37])[NH2:36])=[CH:13][N:12]=2)C2C=CC=CC=2N=N1.[NH2:38][C:39]1[CH:44]=[CH:43][C:42]([N:45]2[CH2:50][CH2:49][N:48]([C:51](=[O:53])[CH3:52])[CH2:47][CH2:46]2)=[CH:41][CH:40]=1. Given the product [C:51]([N:48]1[CH2:47][CH2:46][N:45]([C:42]2[CH:41]=[CH:40][C:39]([NH:38][C:11]3[N:16]=[C:15]([NH:17][CH2:18][CH:19]4[CH2:24][CH2:23][CH2:22][N:21]([C:25]([O:27][CH2:28][C:29]5[CH:30]=[CH:31][CH:32]=[CH:33][CH:34]=5)=[O:26])[CH2:20]4)[C:14]([C:35](=[O:37])[NH2:36])=[CH:13][N:12]=3)=[CH:44][CH:43]=2)[CH2:50][CH2:49]1)(=[O:53])[CH3:52], predict the reactants needed to synthesize it. (2) The reactants are: [CH2:1]([O:3][C:4]([C:6]1[N:7]=[C:8]2[CH:13]=[C:12]([CH:14]=O)[CH:11]=[CH:10][N:9]2[C:16]=1[C:17]1[CH:22]=[CH:21][CH:20]=[CH:19][CH:18]=1)=[O:5])[CH3:2].[NH2:23][C:24]1[O:28][C:27]([C:29]([OH:36])([CH2:34][CH3:35])[C:30]([F:33])([F:32])[F:31])=[N:26][N:25]=1. Given the product [CH2:1]([O:3][C:4]([C:6]1[N:7]=[C:8]2[CH:13]=[C:12]([CH2:14][NH:23][C:24]3[O:28][C:27]([C:29]([OH:36])([C:30]([F:33])([F:32])[F:31])[CH2:34][CH3:35])=[N:26][N:25]=3)[CH:11]=[CH:10][N:9]2[C:16]=1[C:17]1[CH:22]=[CH:21][CH:20]=[CH:19][CH:18]=1)=[O:5])[CH3:2], predict the reactants needed to synthesize it. (3) Given the product [ClH:1].[Cl:1][C:2]1[CH:3]=[CH:4][C:5]([CH2:8][CH2:9][N:10]2[CH2:15][CH2:14][N:13]([C:16]3[CH:21]=[CH:20][C:19]4[C:22]5[CH2:23][N:24]([CH3:30])[CH2:25][CH2:26][CH2:27][C:28]=5[O:29][C:18]=4[CH:17]=3)[C:12](=[O:31])[CH2:11]2)=[N:6][CH:7]=1, predict the reactants needed to synthesize it. The reactants are: [Cl:1][C:2]1[CH:3]=[CH:4][C:5]([CH2:8][CH2:9][N:10]2[CH2:15][CH2:14][N:13]([C:16]3[CH:21]=[CH:20][C:19]4[C:22]5[CH2:23][N:24]([CH3:30])[CH2:25][CH2:26][CH2:27][C:28]=5[O:29][C:18]=4[CH:17]=3)[C:12](=[O:31])[CH2:11]2)=[N:6][CH:7]=1.Cl. (4) Given the product [CH3:5][O:6][C:7](=[O:9])[NH:8][CH:2]([CH2:3][CH3:21])[CH2:1][CH:10]=[CH2:11], predict the reactants needed to synthesize it. The reactants are: [CH:1](=O)[CH2:2][CH3:3].[CH3:5][O:6][C:7](=[O:9])[NH2:8].[CH2:10]([Si](C)(C)C)[CH:11]=C.B(F)(F)F.[CH3:21]COCC.C([O-])([O-])=O.[Na+].[Na+]. (5) Given the product [CH:1]([C:4]1[CH:10]=[CH:9][CH:8]=[CH:7][C:5]=1[NH:6][C:18](=[O:19])[O:20][C:21]1[CH:26]=[CH:25][CH:24]=[CH:23][CH:22]=1)([CH3:3])[CH3:2], predict the reactants needed to synthesize it. The reactants are: [CH:1]([C:4]1[CH:10]=[CH:9][CH:8]=[CH:7][C:5]=1[NH2:6])([CH3:3])[CH3:2].N1C=CC=CC=1.Cl[C:18]([O:20][C:21]1[CH:26]=[CH:25][CH:24]=[CH:23][CH:22]=1)=[O:19]. (6) Given the product [CH:21]1([C:19]([CH:18]2[CH2:17][N:8]([C:6]([O:5][C:1]([CH3:2])([CH3:3])[CH3:4])=[O:7])[C@@H:9]([CH3:16])[CH2:10][C:11]2=[O:12])=[O:20])[CH2:25][CH2:24][CH2:23][CH2:22]1, predict the reactants needed to synthesize it. The reactants are: [C:1]([O:5][C:6]([N:8]([CH2:17][CH2:18][C:19]([CH:21]1[CH2:25][CH2:24][CH2:23][CH2:22]1)=[O:20])[C@@H:9]([CH3:16])[CH2:10][C:11](OCC)=[O:12])=[O:7])([CH3:4])([CH3:3])[CH3:2].CC([O-])(C)C.[K+]. (7) Given the product [F:1][C:2]([F:10])([C:3]1[S:20][CH:39]=[C:40]([C:41]([O:43][CH2:44][CH3:45])=[O:42])[N:5]=1)[C:6]([F:9])([F:8])[F:7], predict the reactants needed to synthesize it. The reactants are: [F:1][C:2]([F:10])([C:6]([F:9])([F:8])[F:7])[C:3]([NH2:5])=O.COC1C=CC(P2(SP(C3C=CC(OC)=CC=3)(=S)S2)=[S:20])=CC=1.C1COCC1.Br[CH2:39][C:40](=O)[C:41]([O:43][CH2:44][CH3:45])=[O:42]. (8) Given the product [CH2:15]([NH:22][C:2]1[C:7]([C:8]([O:10][CH2:11][CH3:12])=[O:9])=[CH:6][N:5]=[C:4]([Cl:13])[C:3]=1[CH3:14])[C:16]1[CH:21]=[CH:20][CH:19]=[CH:18][CH:17]=1, predict the reactants needed to synthesize it. The reactants are: Cl[C:2]1[C:7]([C:8]([O:10][CH2:11][CH3:12])=[O:9])=[CH:6][N:5]=[C:4]([Cl:13])[C:3]=1[CH3:14].[CH2:15]([NH2:22])[C:16]1[CH:21]=[CH:20][CH:19]=[CH:18][CH:17]=1. (9) Given the product [Cl:1][C:2]1[CH:9]=[CH:8][CH:7]=[C:6]([O:10][CH:11]([F:13])[F:12])[C:3]=1[CH2:4][OH:5], predict the reactants needed to synthesize it. The reactants are: [Cl:1][C:2]1[CH:9]=[CH:8][CH:7]=[C:6]([O:10][CH:11]([F:13])[F:12])[C:3]=1[CH:4]=[O:5].[BH4-].[Na+].O. (10) Given the product [NH:25]1[CH2:24][CH:23]=[C:22]([C:21]2[C:16]([O:15][C:14]3[CH:35]=[CH:36][C:11]([NH:10][C:2]4[S:1][C:5]5[CH:6]=[CH:7][CH:8]=[CH:9][C:4]=5[N:3]=4)=[CH:12][CH:13]=3)=[N:17][CH:18]=[CH:19][CH:20]=2)[CH2:27][CH2:26]1, predict the reactants needed to synthesize it. The reactants are: [S:1]1[C:5]2[CH:6]=[CH:7][CH:8]=[CH:9][C:4]=2[N:3]=[C:2]1[NH:10][C:11]1[CH:36]=[CH:35][C:14]([O:15][C:16]2[C:21]([C:22]3[CH2:27][CH2:26][N:25](C(OC(C)(C)C)=O)[CH2:24][CH:23]=3)=[CH:20][CH:19]=[CH:18][N:17]=2)=[CH:13][CH:12]=1.C(O)(C(F)(F)F)=O.